Dataset: Retrosynthesis with 50K atom-mapped reactions and 10 reaction types from USPTO. Task: Predict the reactants needed to synthesize the given product. (1) Given the product CC(=O)OC(Cc1ccccc1)C(=O)O, predict the reactants needed to synthesize it. The reactants are: CC(=O)Cl.O=C(O)C(O)Cc1ccccc1. (2) Given the product COc1ccc(NC(=O)Nc2cccc([N+](=O)[O-])c2)cc1-c1c(Cl)cnn1C, predict the reactants needed to synthesize it. The reactants are: COc1ccc(N)cc1-c1c(Cl)cnn1C.O=C=Nc1cccc([N+](=O)[O-])c1. (3) Given the product CNC(=O)c1c(-c2ccccc2)c(C(C)Nc2ncnc(N)c2C#N)nc2ccc(F)cc12, predict the reactants needed to synthesize it. The reactants are: CNC(=O)c1c(-c2ccccc2)c(C(C)N)nc2ccc(F)cc12.N#Cc1c(N)ncnc1Cl. (4) Given the product O=C(O)C(O)c1ccc(OCc2ccccc2)c(CCOCc2ccccc2)c1, predict the reactants needed to synthesize it. The reactants are: CCOC(=O)C(O)c1ccc(OCc2ccccc2)c(CCOCc2ccccc2)c1. (5) Given the product COC(=O)c1cccc(NC(=O)c2ccc(OCC(C)C)c(C#N)c2)c1Cl, predict the reactants needed to synthesize it. The reactants are: CC(C)COc1ccc(C(=O)O)cc1C#N.COC(=O)c1cccc(N)c1Cl. (6) Given the product COCCOCCOc1cc(C(=O)NS(=O)(=O)c2ccccc2S(N)(=O)=O)cnc1-c1cc2ccccc2o1, predict the reactants needed to synthesize it. The reactants are: COCCOCCOc1cc(C(=O)NS(=O)(=O)c2ccccc2S(N)(=O)=O)cnc1Cl.OB(O)c1cc2ccccc2o1. (7) Given the product CC(C)(C)c1cc(NC(=O)Nc2cccc(Oc3ccnc4ncc(=O)[nH]c34)c2)n(-c2ccccc2)n1, predict the reactants needed to synthesize it. The reactants are: CC(C)(C)c1cc(N=C=O)n(-c2ccccc2)n1.Nc1cccc(Oc2ccnc3ncc(=O)[nH]c23)c1. (8) Given the product Fc1cc(CBr)ccc1-c1nc2ccc(C3(c4ccccc4)CC3)nc2s1, predict the reactants needed to synthesize it. The reactants are: BrC(Br)(Br)Br.OCc1ccc(-c2nc3ccc(C4(c5ccccc5)CC4)nc3s2)c(F)c1. (9) Given the product COC(=O)[C@H](CCSC)NC(=O)c1ccc(NC[C@@H]2C[C@@H](O[Si](C)(C)C(C)(C)C)CN2C(=O)OC(C)(C)C)cc1-c1ccccc1, predict the reactants needed to synthesize it. The reactants are: CC(C)(C)OC(=O)N1C[C@H](O[Si](C)(C)C(C)(C)C)C[C@H]1C=O.COC(=O)[C@H](CCSC)NC(=O)c1ccc(N)cc1-c1ccccc1. (10) Given the product CSc1nccc(C#Cc2ccc(CC(C)NC(C)=O)cc2)n1, predict the reactants needed to synthesize it. The reactants are: C#Cc1ccc(CC(C)NC(C)=O)cc1.CSc1nccc(I)n1.